From a dataset of HIV replication inhibition screening data with 41,000+ compounds from the AIDS Antiviral Screen. Binary Classification. Given a drug SMILES string, predict its activity (active/inactive) in a high-throughput screening assay against a specified biological target. (1) The molecule is CCOC(=O)C(C#N)=Cc1cccc(Cl)c1. The result is 0 (inactive). (2) The molecule is COC12CCCC1S(=O)(=O)C2. The result is 0 (inactive). (3) The molecule is O=c1[nH]c(=O)n(C2OC(CO)C(O)C2O)c2nc(-c3ccc(-c4ccccc4)cc3)cnc12. The result is 0 (inactive). (4) The drug is O=C(Cc1nc2ccccc2c(=O)n1-c1ccccc1Cl)c1ccncc1. The result is 0 (inactive). (5) The compound is COc1ccc(NC(=O)C(=NO)C(C)=O)cc1. The result is 0 (inactive).